Task: Predict the reaction yield, written as a fraction of the theoretical maximum amount of product (1.0 means a 100% yield; for example, 0.34 means a 34% yield).. Dataset: Reaction yield outcomes from USPTO patents with 853,638 reactions The reactants are [Cl:1][C:2]1[C:7]([C:8]([O:10]CC2C=CC=CC=2)=[O:9])=[C:6]([F:18])[C:5]([N:19](S(CCC)(=O)=O)[S:20]([CH2:23][CH2:24][CH3:25])(=[O:22])=[O:21])=[CH:4][CH:3]=1.Cl. The catalyst is C1COCC1.[OH-].[K+]. The product is [Cl:1][C:2]1[C:7]([C:8]([OH:10])=[O:9])=[C:6]([F:18])[C:5]([NH:19][S:20]([CH2:23][CH2:24][CH3:25])(=[O:21])=[O:22])=[CH:4][CH:3]=1. The yield is 0.680.